Task: Predict the product of the given reaction.. Dataset: Forward reaction prediction with 1.9M reactions from USPTO patents (1976-2016) Given the reactants [CH3:1][C:2]1([CH3:24])[CH2:7][CH2:6][N:5]([CH2:8][C:9]2[CH:14]=[CH:13][C:12](B3OC(C)(C)C(C)(C)O3)=[CH:11][CH:10]=2)[CH2:4][CH2:3]1.I[C:26]1[CH:39]=[N:38][C:29]2[NH:30][C:31]3[CH:36]=[N:35][C:34]([Br:37])=[CH:33][C:32]=3[C:28]=2[CH:27]=1, predict the reaction product. The product is: [Br:37][C:34]1[N:35]=[CH:36][C:31]2[NH:30][C:29]3[N:38]=[CH:39][C:26]([C:12]4[CH:11]=[CH:10][C:9]([CH2:8][N:5]5[CH2:4][CH2:3][C:2]([CH3:1])([CH3:24])[CH2:7][CH2:6]5)=[CH:14][CH:13]=4)=[CH:27][C:28]=3[C:32]=2[CH:33]=1.